This data is from Forward reaction prediction with 1.9M reactions from USPTO patents (1976-2016). The task is: Predict the product of the given reaction. (1) The product is: [ClH:40].[Cl:40][CH2:41][S:42]([N:30]1[CH2:31][CH2:32][CH:27]([N:20]([C:10]2[N:9]=[C:8]([N:7]3[C:6]4[CH:33]=[CH:34][CH:35]=[C:36]([O:37][CH3:38])[C:5]=4[N:4]=[C:3]3[CH:2]([F:1])[F:39])[N:13]=[C:12]([N:14]3[CH2:15][CH2:16][O:17][CH2:18][CH2:19]3)[N:11]=2)[CH2:21][CH2:22][CH2:23][N:24]([CH3:25])[CH3:26])[CH2:28][CH2:29]1)(=[O:44])=[O:43]. Given the reactants [F:1][CH:2]([F:39])[C:3]1[N:7]([C:8]2[N:13]=[C:12]([N:14]3[CH2:19][CH2:18][O:17][CH2:16][CH2:15]3)[N:11]=[C:10]([N:20]([CH:27]3[CH2:32][CH2:31][NH:30][CH2:29][CH2:28]3)[CH2:21][CH2:22][CH2:23][N:24]([CH3:26])[CH3:25])[N:9]=2)[C:6]2[CH:33]=[CH:34][CH:35]=[C:36]([O:37][CH3:38])[C:5]=2[N:4]=1.[Cl:40][CH2:41][S:42](Cl)(=[O:44])=[O:43].C([O-])([O-])=O.[K+].[K+].Cl, predict the reaction product. (2) Given the reactants [OH:1][C:2]1[CH:22]=[CH:21][C:5]2[N:6]=[C:7]([C:11]3[CH:16]=[CH:15][CH:14]=[CH:13][C:12]=3[O:17]C(=O)C)O[C:9](=[O:10])[C:4]=2[CH:3]=1.[F:23][C:24]1[CH:25]=[C:26]([CH2:30][CH2:31][NH2:32])[CH:27]=[CH:28][CH:29]=1, predict the reaction product. The product is: [F:23][C:24]1[CH:25]=[C:26]([CH2:30][CH2:31][N:32]2[C:9](=[O:10])[C:4]3[C:5](=[CH:21][CH:22]=[C:2]([OH:1])[CH:3]=3)[N:6]=[C:7]2[C:11]2[CH:16]=[CH:15][CH:14]=[CH:13][C:12]=2[OH:17])[CH:27]=[CH:28][CH:29]=1. (3) Given the reactants [N+:1]([C:4]1[CH:5]=[C:6](B(O)O)[CH:7]=[CH:8][CH:9]=1)([O-:3])=[O:2].Br[C:14]1[S:18][C:17]([N:19]2[CH2:24][CH2:23][CH:22]([C:25]([O:27][CH2:28][CH3:29])=[O:26])[CH2:21][CH2:20]2)=[N:16][CH:15]=1.CC1C=CC=CC=1P(C1C=CC=CC=1C)C1C=CC=CC=1C.C(=O)([O-])[O-].[Na+].[Na+], predict the reaction product. The product is: [N+:1]([C:4]1[CH:5]=[C:6]([C:14]2[S:18][C:17]([N:19]3[CH2:24][CH2:23][CH:22]([C:25]([O:27][CH2:28][CH3:29])=[O:26])[CH2:21][CH2:20]3)=[N:16][CH:15]=2)[CH:7]=[CH:8][CH:9]=1)([O-:3])=[O:2]. (4) Given the reactants Cl[C:2]1[C:11]2[C:6](=[CH:7][C:8]3[CH:15]=[C:14]([O:16][CH3:17])[C:13]([O:18][CH3:19])=[CH:12][C:9]=3[CH:10]=2)[N:5]=[CH:4][C:3]=1[C:20]#[N:21].[Cl:22][C:23]1[C:29]([O:30][CH3:31])=[CH:28][C:26]([NH2:27])=[C:25]([CH3:32])[CH:24]=1.Cl.N1C=CC=CC=1, predict the reaction product. The product is: [Cl:22][C:23]1[C:29]([O:30][CH3:31])=[CH:28][C:26]([NH:27][C:2]2[C:11]3[C:6](=[CH:7][C:8]4[CH:15]=[C:14]([O:16][CH3:17])[C:13]([O:18][CH3:19])=[CH:12][C:9]=4[CH:10]=3)[N:5]=[CH:4][C:3]=2[C:20]#[N:21])=[C:25]([CH3:32])[CH:24]=1. (5) Given the reactants Br[C:2]1[CH:3]=[C:4]([C:9](=[O:25])[C:10]([C:12]2[CH:17]=[CH:16][C:15]([O:18][CH:19]([F:21])[F:20])=[C:14]([CH:22]([CH3:24])[CH3:23])[CH:13]=2)=[O:11])[CH:5]=[CH:6][C:7]=1[F:8].[CH:26]1([C:29]#[CH:30])[CH2:28][CH2:27]1, predict the reaction product. The product is: [CH:26]1([C:29]#[C:30][C:2]2[CH:3]=[C:4]([C:9](=[O:25])[C:10]([C:12]3[CH:17]=[CH:16][C:15]([O:18][CH:19]([F:21])[F:20])=[C:14]([CH:22]([CH3:24])[CH3:23])[CH:13]=3)=[O:11])[CH:5]=[CH:6][C:7]=2[F:8])[CH2:28][CH2:27]1. (6) The product is: [C:1]([O:5][C:6]([N:8]1[CH2:11][CH:10]([NH:12][C:13]2[CH:14]=[C:15]3[C:24](=[CH:25][C:26]=2[CH:27]([CH3:28])[CH3:29])[O:23][CH2:22][C:21]2[N:16]3[CH:17]([CH3:31])[C:18](=[O:30])[NH:19][N:20]=2)[CH2:9]1)=[O:7])([CH3:4])([CH3:3])[CH3:2]. Given the reactants [C:1]([O:5][C:6]([N:8]1[CH2:11][CH:10]([NH:12][C:13]2[CH:14]=[C:15]3[C:24](=[CH:25][C:26]=2[C:27]([CH3:29])=[CH2:28])[O:23][CH2:22][C:21]2[N:16]3[CH:17]([CH3:31])[C:18](=[O:30])[NH:19][N:20]=2)[CH2:9]1)=[O:7])([CH3:4])([CH3:3])[CH3:2], predict the reaction product. (7) Given the reactants [S:1]1[C:5]2[CH:6]=[CH:7][C:8]([C:10]3[CH2:14][CH2:13][C@:12]([C:19]4[CH:24]=[CH:23][CH:22]=[C:21]([F:25])[C:20]=4[CH3:26])([C:15]([O:17]C)=[O:16])[CH:11]=3)=[CH:9][C:4]=2[N:3]=[CH:2]1.[OH-].[Na+], predict the reaction product. The product is: [S:1]1[C:5]2[CH:6]=[CH:7][C:8]([C:10]3[CH2:14][CH2:13][C@:12]([C:19]4[CH:24]=[CH:23][CH:22]=[C:21]([F:25])[C:20]=4[CH3:26])([C:15]([OH:17])=[O:16])[CH:11]=3)=[CH:9][C:4]=2[N:3]=[CH:2]1.